This data is from Full USPTO retrosynthesis dataset with 1.9M reactions from patents (1976-2016). The task is: Predict the reactants needed to synthesize the given product. (1) Given the product [C:8]([C:5]1[CH:6]=[CH:7][N:3]([CH2:2][Cl:12])[N:4]=1)#[N:9], predict the reactants needed to synthesize it. The reactants are: O[CH2:2][N:3]1[CH:7]=[CH:6][C:5]([C:8]#[N:9])=[N:4]1.S(Cl)([Cl:12])=O. (2) Given the product [F:1][C:2]1[C:10]([CH3:11])=[CH:9][C:8]([C:12]2[CH:17]=[CH:16][CH:15]=[C:14]([F:18])[CH:13]=2)=[CH:7][C:3]=1[C:4]([NH:25][C:26]1[C:31]([CH3:32])=[CH:30][CH:29]=[C:28]([OH:33])[C:27]=1[CH3:34])=[O:6], predict the reactants needed to synthesize it. The reactants are: [F:1][C:2]1[C:10]([CH3:11])=[CH:9][C:8]([C:12]2[CH:17]=[CH:16][CH:15]=[C:14]([F:18])[CH:13]=2)=[CH:7][C:3]=1[C:4]([OH:6])=O.C(Cl)(C(Cl)=O)=O.[NH2:25][C:26]1[C:27]([CH3:34])=[C:28]([OH:33])[CH:29]=[CH:30][C:31]=1[CH3:32].C([O-])(O)=O.[Na+]. (3) Given the product [NH2:1][CH:2]1[CH2:3][CH2:4][CH:5]([NH:8][C:9]2[N:17]=[C:16]3[C:12]([N:13]=[CH:14][N:15]3[C:48]3[CH:53]=[CH:52][CH:51]=[CH:50][CH:49]=3)=[C:11]([NH:18][C:19]3[CH:24]=[CH:23][C:22]([C:25]([N:27]4[CH2:32][CH2:31][CH2:30][CH2:29][CH2:28]4)=[O:26])=[CH:21][CH:20]=3)[N:10]=2)[CH2:6][CH2:7]1, predict the reactants needed to synthesize it. The reactants are: [NH2:1][CH:2]1[CH2:7][CH2:6][CH:5]([NH:8][C:9]2[N:17]=[C:16]3[C:12]([N:13]=[CH:14][NH:15]3)=[C:11]([NH:18][C:19]3[CH:24]=[CH:23][C:22]([C:25]([N:27]4[CH2:32][CH2:31][CH2:30][CH2:29][CH2:28]4)=[O:26])=[CH:21][CH:20]=3)[N:10]=2)[CH2:4][CH2:3]1.P([O-])([O-])([O-])=O.[K+].[K+].[K+].CNCCNC.I[C:48]1[CH:53]=[CH:52][CH:51]=[CH:50][CH:49]=1. (4) Given the product [CH:21]1[CH:20]=[CH:19][CH2:18][N:17]2[C:16]=1[C:15]1[CH:22]=[CH:23][CH:24]=[CH:25][C:14]=1[O:13][C:12]1[CH:26]=[CH:27][CH:9]=[CH:10][C:11]2=1, predict the reactants needed to synthesize it. The reactants are: ClC(Cl)(Cl)C(Cl)=O.F[C:9]1[CH:27]=[CH:26][C:12]2[O:13][C:14]3[CH:25]=[CH:24][CH:23]=[CH:22][C:15]=3[C:16]3[N:17]([CH2:18][CH2:19][CH2:20][CH:21]=3)[C:11]=2[CH:10]=1.C(N(CC)CC)C.O.